Dataset: Reaction yield outcomes from USPTO patents with 853,638 reactions. Task: Predict the reaction yield, written as a fraction of the theoretical maximum amount of product (1.0 means a 100% yield; for example, 0.34 means a 34% yield). (1) The reactants are C[O:2][C:3]1[CH:4]=[C:5]([C@H:9]([CH2:16][CH3:17])[C@@H:10]([CH3:15])[CH2:11][N:12]([CH3:14])[CH3:13])[CH:6]=[CH:7][CH:8]=1.CS(O)(=O)=O.NC(C(O)=O)CCSC.[OH-].[Na+]. No catalyst specified. The product is [CH3:17][CH2:16][C@H:9]([C@H:10]([CH2:11][N:12]([CH3:14])[CH3:13])[CH3:15])[C:5]1[CH:6]=[CH:7][CH:8]=[C:3]([OH:2])[CH:4]=1. The yield is 0.440. (2) The yield is 0.880. The product is [Cl:23][C:18]1[CH:17]=[C:16]([NH:15][C:8]2[C:7]3[C:12](=[CH:13][CH:14]=[C:5]([OH:4])[CH:6]=3)[N:11]=[CH:10][N:9]=2)[CH:21]=[CH:20][C:19]=1[F:22]. The catalyst is CO. The reactants are C([O:4][C:5]1[CH:6]=[C:7]2[C:12](=[CH:13][CH:14]=1)[N:11]=[CH:10][N:9]=[C:8]2[NH:15][C:16]1[CH:21]=[CH:20][C:19]([F:22])=[C:18]([Cl:23])[CH:17]=1)(=O)C.O.[OH-].[Li+].O.C(O)(=O)C. (3) The reactants are [CH3:1][C:2]([CH3:30])([CH2:6][C:7]1[S:8][C:9]([C:12]2[CH:17]=[C:16]([NH:18][C:19]3[N:24]=[C:23]([C:25]([F:28])([F:27])[F:26])[CH:22]=[CH:21][N:20]=3)[CH:15]=[C:14]([CH3:29])[CH:13]=2)=[CH:10][N:11]=1)[C:3]([OH:5])=O.[CH:31]([NH:33][NH2:34])=[O:32].C1C=CC2N(O)N=NC=2C=1.C(Cl)CCl.CCN(C(C)C)C(C)C. The catalyst is O.CN(C=O)C. The product is [CH:31]([NH:33][NH:34][C:3](=[O:5])[C:2]([CH3:1])([CH3:30])[CH2:6][C:7]1[S:8][C:9]([C:12]2[CH:17]=[C:16]([NH:18][C:19]3[N:24]=[C:23]([C:25]([F:27])([F:28])[F:26])[CH:22]=[CH:21][N:20]=3)[CH:15]=[C:14]([CH3:29])[CH:13]=2)=[CH:10][N:11]=1)=[O:32]. The yield is 0.800. (4) The reactants are [C:1]([O:5][C:6](=[O:38])[NH:7][C:8]([C:10]1[CH:15]=[CH:14][C:13]([CH2:16][NH:17][C:18]([C@H:20]2[N:24]3[C:25](=[O:37])[C:26]([NH:29][CH2:30][C:31]4C=CC=C[CH:32]=4)=[CH:27][N:28]=[C:23]3[CH2:22][CH2:21]2)=[O:19])=[CH:12][CH:11]=1)=[NH:9])([CH3:4])([CH3:3])[CH3:2].[C:39](OC(=O)NC(C1C=CC(CNC([C@H]2N3C(=O)C(N)=CN=C3CC2)=O)=CC=1)=N)(C)(C)[CH3:40].CCC(=O)CC.[BH-](OC(C)=O)(OC(C)=O)OC(C)=O.[Na+]. No catalyst specified. The product is [C:1]([O:5][C:6](=[O:38])[NH:7][C:8]([C:10]1[CH:15]=[CH:14][C:13]([CH2:16][NH:17][C:18]([C@H:20]2[N:24]3[C:25](=[O:37])[C:26]([NH:29][CH:30]([CH2:31][CH3:32])[CH2:39][CH3:40])=[CH:27][N:28]=[C:23]3[CH2:22][CH2:21]2)=[O:19])=[CH:12][CH:11]=1)=[NH:9])([CH3:4])([CH3:2])[CH3:3]. The yield is 0.240. (5) The reactants are [CH3:1][O:2][C:3]1[CH:4]=[C:5]([CH:8]=[CH:9][C:10]=1[O:11][CH3:12])[CH:6]=O.[OH-:13].[K+].Cl.[CH3:16][CH2:17][OH:18]. No catalyst specified. The product is [CH3:1][O:2][C:3]1[CH:4]=[C:5]([CH:6]=[CH:16][C:17]([C:3]2[CH:4]=[CH:5][CH:8]=[C:9]([OH:13])[CH:10]=2)=[O:18])[CH:8]=[CH:9][C:10]=1[O:11][CH3:12]. The yield is 0.490. (6) The reactants are [F:1][C:2]1[CH:3]=[CH:4][CH:5]=[C:6]2[C:11]=1[N:10]=[C:9]([N:12]1[CH2:17][CH2:16][N:15]([C:18]3[CH:23]=[CH:22][CH:21]=[C:20]([O:24][CH3:25])[CH:19]=3)[CH2:14][CH2:13]1)[N:8]([C:26]1[CH:31]=[C:30]([C:32]([F:35])([F:34])[F:33])[CH:29]=[CH:28][C:27]=1[O:36][CH3:37])[C@@H:7]2[CH2:38][C:39]([OH:41])=[O:40].C[O-].[Na+]. The catalyst is C(#N)C.C(O)C. The product is [F:1][C:2]1[CH:3]=[CH:4][CH:5]=[C:6]2[C:11]=1[N:10]=[C:9]([N:12]1[CH2:13][CH2:14][N:15]([C:18]3[CH:23]=[CH:22][CH:21]=[C:20]([O:24][CH3:25])[CH:19]=3)[CH2:16][CH2:17]1)[N:8]([C:26]1[CH:31]=[C:30]([C:32]([F:35])([F:34])[F:33])[CH:29]=[CH:28][C:27]=1[O:36][CH3:37])[CH:7]2[CH2:38][C:39]([OH:41])=[O:40]. The yield is 1.00.